This data is from CYP2C19 inhibition data for predicting drug metabolism from PubChem BioAssay. The task is: Regression/Classification. Given a drug SMILES string, predict its absorption, distribution, metabolism, or excretion properties. Task type varies by dataset: regression for continuous measurements (e.g., permeability, clearance, half-life) or binary classification for categorical outcomes (e.g., BBB penetration, CYP inhibition). Dataset: cyp2c19_veith. The compound is CN(C)CCNc1oc(COc2ccc(Cl)cc2Cl)nc1C#N. The result is 0 (non-inhibitor).